This data is from Catalyst prediction with 721,799 reactions and 888 catalyst types from USPTO. The task is: Predict which catalyst facilitates the given reaction. (1) Reactant: [F:1][C:2]1[CH:17]=[C:16]([F:18])[CH:15]=[CH:14][C:3]=1[O:4][C:5]1[N:10]=[CH:9][C:8]2[CH:11]=[N:12][NH:13][C:7]=2[CH:6]=1.[I:19]I.[OH-].[K+]. Product: [F:1][C:2]1[CH:17]=[C:16]([F:18])[CH:15]=[CH:14][C:3]=1[O:4][C:5]1[N:10]=[CH:9][C:8]2[C:11]([I:19])=[N:12][NH:13][C:7]=2[CH:6]=1. The catalyst class is: 3. (2) Reactant: [C:1]([O:5][C:6]([N:8]1[C@@H:12]([C@H:13]([OH:20])[C:14]2[CH:19]=[CH:18][CH:17]=[CH:16][CH:15]=2)[CH2:11][CH2:10][C@H:9]1[CH2:21][C:22]1[CH:30]=[CH:29][C:25]([C:26](O)=[O:27])=[CH:24][CH:23]=1)=[O:7])([CH3:4])([CH3:3])[CH3:2].[N:31]1([CH:36]2[CH2:41][CH2:40]NC[CH2:37]2)[CH:35]=[CH:34][CH:33]=[N:32]1.C1C=[N:46][C:45]2N(O)N=NC=2C=1.C(Cl)CCl.CCN(C(C)C)C(C)C. Product: [OH:20][C@H:13]([C:14]1[CH:19]=[CH:18][CH:17]=[CH:16][CH:15]=1)[C@H:12]1[CH2:11][CH2:10][C@@H:9]([CH2:21][C:22]2[CH:30]=[CH:29][C:25]([C:26]([N:46]3[CH2:37][CH:36]([N:31]4[CH:35]=[CH:34][CH:33]=[N:32]4)[CH2:41][CH2:40][CH2:45]3)=[O:27])=[CH:24][CH:23]=2)[N:8]1[C:6]([O:5][C:1]([CH3:4])([CH3:3])[CH3:2])=[O:7]. The catalyst class is: 3. (3) Reactant: [Cl:1][C:2]1[N:7]=[C:6]([Cl:8])[C:5]([CH:9]([CH3:15])[C:10](OCC)=[O:11])=[C:4]([Cl:16])[N:3]=1.CC(C[AlH]CC(C)C)C.Cl. Product: [Cl:1][C:2]1[N:3]=[C:4]([Cl:16])[C:5]([CH:9]([CH3:15])[CH2:10][OH:11])=[C:6]([Cl:8])[N:7]=1. The catalyst class is: 1.